Dataset: Peptide-MHC class II binding affinity with 134,281 pairs from IEDB. Task: Regression. Given a peptide amino acid sequence and an MHC pseudo amino acid sequence, predict their binding affinity value. This is MHC class II binding data. (1) The peptide sequence is ALLTPGLRCLNLDVYRIL. The MHC is DRB4_0101 with pseudo-sequence DRB4_0103. The binding affinity (normalized) is 0.586. (2) The peptide sequence is AAATAGTHVYGAFAA. The MHC is HLA-DQA10102-DQB10602 with pseudo-sequence HLA-DQA10102-DQB10602. The binding affinity (normalized) is 0.772. (3) The peptide sequence is INEMTAAAIAYGLDR. The MHC is HLA-DQA10501-DQB10301 with pseudo-sequence HLA-DQA10501-DQB10301. The binding affinity (normalized) is 0.672. (4) The peptide sequence is GAYSNASSTESAS. The MHC is H-2-IEd with pseudo-sequence H-2-IEd. The binding affinity (normalized) is 0.0289. (5) The MHC is HLA-DQA10301-DQB10302 with pseudo-sequence HLA-DQA10301-DQB10302. The peptide sequence is ALFYKLDVVPID. The binding affinity (normalized) is 0.